The task is: Binary Classification. Given a miRNA mature sequence and a target amino acid sequence, predict their likelihood of interaction.. This data is from Experimentally validated miRNA-target interactions with 360,000+ pairs, plus equal number of negative samples. (1) The miRNA is hsa-miR-6789-3p with sequence CGGCGCCCGUGUCUCCUCCAG. The protein sequence of the target gene is MDSLDHMLTDPLELGPCGDGHGTRIMEDCLLGGTRVSLPEDLLEDPEIFFDVVSLSTWQEVLSDSQREHLQQFLPQFPEDSAEQQNELILALFSGENFRFGNPLHIAQKLFRDGHFNPEVVKYRQLCFKSQYKRYLNSQQQYFHRLLKQILASRSDLLEMARRSGPALPFRQKRPSPSRTPEEREWRTQQRYLKVLREVKEECGDTALSSDEEDLSSWLPSSPARSPSPAVPLRVVPTLSTTDMKTADKVELGDSDLKIMLKKHHEKRKHQPDHPDLLTGDLTLNDIMTRVNAGRKGSLA.... Result: 1 (interaction). (2) The miRNA is mmu-miR-1949 with sequence CUAUACCAGGAUGUCAGCAUAGUU. The protein sequence of the target gene is MIPTFTALLCLGLSLGPRTHMQAGPLPKPTLWAEPGSVISWGNSVTIWCQGTLEAREYRLDKEESPAPWDRQNPLEPKNKARFSIPSMTEDYAGRYRCYYRSPVGWSQPSDPLELVMTGAYSKPTLSALPSPLVTSGKSVTLLCQSRSPMDTFLLIKERAAHPLLHLRSEHGAQQHQAEFPMSPVTSVHGGTYRCFSSHGFSHYLLSHPSDPLELIVSGSLEDPRPSPTRSVSTAAGPEDQPLMPTGSVPHSGLRRHWEVLIGVLVVSILLLSLLLFLLLQHWRQGKHRTLAQRQADFQR.... Result: 0 (no interaction).